From a dataset of Full USPTO retrosynthesis dataset with 1.9M reactions from patents (1976-2016). Predict the reactants needed to synthesize the given product. Given the product [CH3:23][O:24][C:25]1[CH:30]=[CH:29][C:28]([C:2]2[S:10][C:9]3[N:8]=[C:7]4[CH2:11][CH2:12][CH2:13][CH2:14][CH2:15][C:6]4=[C:5]([C:16]4[S:17][CH:18]=[CH:19][CH:20]=4)[C:4]=3[C:3]=2[C:21]#[N:22])=[CH:27][CH:26]=1, predict the reactants needed to synthesize it. The reactants are: Br[C:2]1[S:10][C:9]2[N:8]=[C:7]3[CH2:11][CH2:12][CH2:13][CH2:14][CH2:15][C:6]3=[C:5]([C:16]3[S:17][CH:18]=[CH:19][CH:20]=3)[C:4]=2[C:3]=1[C:21]#[N:22].[CH3:23][O:24][C:25]1[CH:30]=[CH:29][C:28](B(O)O)=[CH:27][CH:26]=1.C([O-])(O)=O.[Na+].